This data is from Catalyst prediction with 721,799 reactions and 888 catalyst types from USPTO. The task is: Predict which catalyst facilitates the given reaction. (1) Reactant: Br[C:2]1[CH:7]=[CH:6][CH:5]=[CH:4][C:3]=1[CH2:8][C:9]([CH:12]1[CH2:17][CH2:16][N:15]([C:18]([O:20][C:21]([CH3:24])([CH3:23])[CH3:22])=[O:19])[CH2:14][CH2:13]1)([OH:11])[CH3:10].C1C=CC(P(C2C(C3C(P(C4C=CC=CC=4)C4C=CC=CC=4)=CC=C4C=3C=CC=C4)=C3C(C=CC=C3)=CC=2)C2C=CC=CC=2)=CC=1.C([O-])([O-])=O.[K+].[K+]. Product: [CH3:10][C:9]1([CH:12]2[CH2:17][CH2:16][N:15]([C:18]([O:20][C:21]([CH3:24])([CH3:23])[CH3:22])=[O:19])[CH2:14][CH2:13]2)[CH2:8][C:3]2[CH:4]=[CH:5][CH:6]=[CH:7][C:2]=2[O:11]1. The catalyst class is: 222. (2) Reactant: [CH3:1][CH2:2][CH2:3][CH2:4][C:5]1[N:9]([CH2:10][C:11]2[CH:12]=[CH:13][C:14]([C:17]3[CH:18]=[CH:19][CH:20]=[CH:21][C:22]=3[C:23]3[N:27]=[N:26][NH:25][N:24]=3)=[CH:15][CH:16]=2)[C:8]([CH2:28][OH:29])=[C:7]([Cl:30])[N:6]=1.[O-]CC.[Mg+2:34].[O-]CC.CCCCCCC. Product: [CH3:1][CH2:2][CH2:3][CH2:4][C:5]1[N:9]([CH2:10][C:11]2[CH:16]=[CH:15][C:14]([C:17]3[CH:18]=[CH:19][CH:20]=[CH:21][C:22]=3[C:23]3[N:27]=[N:26][NH:25][N:24]=3)=[CH:13][CH:12]=2)[C:8]([CH2:28][OH:29])=[C:7]([Cl:30])[N:6]=1.[Mg:34]. The catalyst class is: 32. (3) Reactant: [CH2:1]([O:3][C:4](=[O:19])[CH2:5][CH2:6][CH:7]([NH:11][C:12]([O:14][C:15]([CH3:18])([CH3:17])[CH3:16])=[O:13])[C:8]([OH:10])=O)[CH3:2].CN1CCOCC1.ClC(OCC(C)C)=O.[NH:35]1[CH2:42][CH2:41][CH2:40][C@H:36]1[C:37]([NH2:39])=[O:38]. Product: [CH2:1]([O:3][C:4](=[O:19])[CH2:5][CH2:6][CH:7]([NH:11][C:12]([O:14][C:15]([CH3:18])([CH3:17])[CH3:16])=[O:13])[C:8]([N:35]1[CH2:42][CH2:41][CH2:40][CH:36]1[C:37](=[O:38])[NH2:39])=[O:10])[CH3:2]. The catalyst class is: 4. (4) Reactant: [F:1][C:2]1[CH:7]=[C:6]([F:8])[CH:5]=[CH:4][C:3]=1[N:9]1[N:13]=[C:12]([CH3:14])[C:11]([CH3:15])=[N+:10]1[O-].FC(F)(F)C(OC(=O)C(F)(F)F)=[O:20]. Product: [F:1][C:2]1[CH:7]=[C:6]([F:8])[CH:5]=[CH:4][C:3]=1[N:9]1[N:13]=[C:12]([CH2:14][OH:20])[C:11]([CH3:15])=[N:10]1. The catalyst class is: 54.